This data is from NCI-60 drug combinations with 297,098 pairs across 59 cell lines. The task is: Regression. Given two drug SMILES strings and cell line genomic features, predict the synergy score measuring deviation from expected non-interaction effect. Drug 1: CC(CN1CC(=O)NC(=O)C1)N2CC(=O)NC(=O)C2. Drug 2: C1CC(C1)(C(=O)O)C(=O)O.[NH2-].[NH2-].[Pt+2]. Cell line: SK-OV-3. Synergy scores: CSS=19.0, Synergy_ZIP=-4.59, Synergy_Bliss=-3.39, Synergy_Loewe=-6.74, Synergy_HSA=-1.77.